From a dataset of Reaction yield outcomes from USPTO patents with 853,638 reactions. Predict the reaction yield, written as a fraction of the theoretical maximum amount of product (1.0 means a 100% yield; for example, 0.34 means a 34% yield). (1) The reactants are [Br:1][C:2]1[CH:24]=[C:23]2[C:5]([CH2:6][C:7]3([C:16]42[NH:20][C:19](=S)[C:18]([CH3:22])=[N:17]4)[CH2:12][CH2:11][CH:10]([CH:13]([F:15])[F:14])[CH2:9][CH2:8]3)=[CH:4][CH:3]=1.[NH3:25]. No catalyst specified. The product is [Br:1][C:2]1[CH:24]=[C:23]2[C:5]([CH2:6][C:7]3([C:16]42[N:20]=[C:19]([NH2:25])[C:18]([CH3:22])=[N:17]4)[CH2:12][CH2:11][CH:10]([CH:13]([F:15])[F:14])[CH2:9][CH2:8]3)=[CH:4][CH:3]=1. The yield is 0.420. (2) The reactants are [C:1]([O:5][C:6]([N:8]1[CH2:12][CH:11]([O:13][Si:14]([C:17]([CH3:20])([CH3:19])[CH3:18])([CH3:16])[CH3:15])[CH2:10][CH:9]1[CH:21]([C:26]1[C:34]2[C:29](=[CH:30][C:31]([F:35])=[CH:32][CH:33]=2)[NH:28][CH:27]=1)[CH2:22][N+:23]([O-])=O)=[O:7])([CH3:4])([CH3:3])[CH3:2]. The catalyst is CCO.[Ni]. The product is [C:1]([O:5][C:6]([N:8]1[CH2:12][CH:11]([O:13][Si:14]([C:17]([CH3:19])([CH3:18])[CH3:20])([CH3:16])[CH3:15])[CH2:10][CH:9]1[CH:21]([C:26]1[C:34]2[C:29](=[CH:30][C:31]([F:35])=[CH:32][CH:33]=2)[NH:28][CH:27]=1)[CH2:22][NH2:23])=[O:7])([CH3:2])([CH3:3])[CH3:4]. The yield is 0.970.